From a dataset of Full USPTO retrosynthesis dataset with 1.9M reactions from patents (1976-2016). Predict the reactants needed to synthesize the given product. (1) Given the product [O:14]=[C:5]1[NH:4][C:3]([NH:25][C:24]2[CH:23]=[CH:22][C:21]([N:15]3[CH2:20][CH2:19][CH2:18][CH2:17][CH2:16]3)=[CH:27][CH:26]=2)=[N:8][CH:7]=[C:6]1[C:9]([O:11][CH2:12][CH3:13])=[O:10], predict the reactants needed to synthesize it. The reactants are: CS[C:3]1[NH:4][C:5](=[O:14])[C:6]([C:9]([O:11][CH2:12][CH3:13])=[O:10])=[CH:7][N:8]=1.[N:15]1([C:21]2[CH:27]=[CH:26][C:24]([NH2:25])=[CH:23][CH:22]=2)[CH2:20][CH2:19][CH2:18][CH2:17][CH2:16]1. (2) Given the product [C:37]([N:28]1[CH2:33][CH2:32][N:31]([C:2]2[CH:7]=[CH:6][C:5]([CH2:8][S:9]([N:12]([C:17]3[CH:22]=[CH:21][CH:20]=[C:19]([Cl:23])[CH:18]=3)[CH2:13][CH:14]([CH3:16])[CH3:15])(=[O:11])=[O:10])=[CH:4][CH:3]=2)[CH2:30][CH2:29]1)(=[O:55])[CH3:36], predict the reactants needed to synthesize it. The reactants are: Br[C:2]1[CH:7]=[CH:6][C:5]([CH2:8][S:9]([N:12]([C:17]2[CH:22]=[CH:21][CH:20]=[C:19]([Cl:23])[CH:18]=2)[CH2:13][CH:14]([CH3:16])[CH3:15])(=[O:11])=[O:10])=[CH:4][CH:3]=1.CS([N:28]1[CH2:33][CH2:32][NH:31][CH2:30][CH2:29]1)(=O)=O.CC1(C)C2C(=C(P(C3C=CC=CC=3)C3C=CC=CC=3)C=CC=2)[O:55][C:37]2C(P(C3C=CC=CC=3)C3C=CC=CC=3)=CC=C[C:36]1=2.CC(C)([O-])C.[Na+].